Dataset: Catalyst prediction with 721,799 reactions and 888 catalyst types from USPTO. Task: Predict which catalyst facilitates the given reaction. (1) Reactant: C([O:8][N:9]([CH2:12][CH:13]1[C:19](=[O:20])[NH:18][C:17]2[CH:21]=[CH:22][CH:23]=[CH:24][C:16]=2[CH2:15][CH2:14]1)[CH:10]=[O:11])C1C=CC=CC=1. Product: [OH:8][N:9]([CH2:12][CH:13]1[C:19](=[O:20])[NH:18][C:17]2[CH:21]=[CH:22][CH:23]=[CH:24][C:16]=2[CH2:15][CH2:14]1)[CH:10]=[O:11]. The catalyst class is: 50. (2) Reactant: [CH:1]1[C:6]([F:7])=[CH:5][C:4]2[CH2:8][CH2:9][CH:10]([CH:12]([OH:29])[CH2:13][NH:14][CH2:15][CH:16]([OH:28])[CH:17]3[O:26][C:25]4[CH:24]=[CH:23][C:22]([F:27])=[CH:21][C:20]=4[CH2:19][CH2:18]3)[O:11][C:3]=2[CH:2]=1.[ClH:30]. Product: [CH:23]1[C:22]([F:27])=[CH:21][C:20]2[CH2:19][CH2:18][CH:17]([CH:16]([OH:28])[CH2:15][NH:14][CH2:13][CH:12]([OH:29])[CH:10]3[O:11][C:3]4[CH:2]=[CH:1][C:6]([F:7])=[CH:5][C:4]=4[CH2:8][CH2:9]3)[O:26][C:25]=2[CH:24]=1.[ClH:30]. The catalyst class is: 8.